Dataset: NCI-60 drug combinations with 297,098 pairs across 59 cell lines. Task: Regression. Given two drug SMILES strings and cell line genomic features, predict the synergy score measuring deviation from expected non-interaction effect. (1) Drug 2: COCCOC1=C(C=C2C(=C1)C(=NC=N2)NC3=CC=CC(=C3)C#C)OCCOC.Cl. Cell line: NCI-H226. Synergy scores: CSS=0.106, Synergy_ZIP=0.228, Synergy_Bliss=-0.525, Synergy_Loewe=-11.2, Synergy_HSA=-2.53. Drug 1: CC1=C(C=C(C=C1)NC(=O)C2=CC=C(C=C2)CN3CCN(CC3)C)NC4=NC=CC(=N4)C5=CN=CC=C5. (2) Drug 1: CC1=C(C=C(C=C1)NC2=NC=CC(=N2)N(C)C3=CC4=NN(C(=C4C=C3)C)C)S(=O)(=O)N.Cl. Drug 2: C1C(C(OC1N2C=C(C(=O)NC2=O)F)CO)O. Synergy scores: CSS=32.6, Synergy_ZIP=7.77, Synergy_Bliss=3.13, Synergy_Loewe=6.09, Synergy_HSA=7.11. Cell line: CAKI-1. (3) Drug 1: C1=C(C(=O)NC(=O)N1)F. Drug 2: C1CNP(=O)(OC1)N(CCCl)CCCl. Cell line: HCT116. Synergy scores: CSS=26.6, Synergy_ZIP=-1.78, Synergy_Bliss=-7.87, Synergy_Loewe=-27.2, Synergy_HSA=-7.03. (4) Drug 1: C1CN1P(=S)(N2CC2)N3CC3. Drug 2: CS(=O)(=O)OCCCCOS(=O)(=O)C. Cell line: SNB-75. Synergy scores: CSS=1.66, Synergy_ZIP=-1.82, Synergy_Bliss=-0.854, Synergy_Loewe=-5.40, Synergy_HSA=-2.49.